This data is from Catalyst prediction with 721,799 reactions and 888 catalyst types from USPTO. The task is: Predict which catalyst facilitates the given reaction. Reactant: [F:1][C:2]1[CH:28]=[CH:27][C:5]([CH2:6][C:7]2[C:8]([CH3:26])=[C:9]([CH3:25])[C:10](OS(C(F)(F)F)(=O)=O)=[C:11]([CH:16]=2)[C:12]([O:14][CH3:15])=[O:13])=[CH:4][C:3]=1[O:29][CH3:30].[CH2:31](C([Sn])=C(CCCC)CCCC)[CH2:32]CC.[Cl-].[Li+].[F-].[K+]. Product: [F:1][C:2]1[CH:28]=[CH:27][C:5]([CH2:6][C:7]2[C:8]([CH3:26])=[C:9]([CH3:25])[C:10]([CH:31]=[CH2:32])=[C:11]([CH:16]=2)[C:12]([O:14][CH3:15])=[O:13])=[CH:4][C:3]=1[O:29][CH3:30]. The catalyst class is: 233.